Dataset: Catalyst prediction with 721,799 reactions and 888 catalyst types from USPTO. Task: Predict which catalyst facilitates the given reaction. (1) Reactant: [C:1](=[O:4])([OH:3])[O-:2].[Na+:5]. Product: [C:1](=[O:2])([OH:4])[O-:3].[Na+:5].[C:1](=[O:2])([OH:4])[OH:3].[Na+:5].[C:1](=[O:2])([O-:4])[O-:3].[C:1](=[O:2])([OH:4])[OH:3].[Na+:5]. The catalyst class is: 6. (2) Reactant: [CH3:1][C@:2]12[C@H:17]([C:18]([O:20][CH3:21])=[O:19])[CH2:16][C@H:15]([OH:22])[C:13](=[O:14])[C@@H:12]1[C@:11]1([CH3:23])[C@H:5]([C:6]([O:8][C@H:9]([C:24]3[CH:25]=[CH:26][O:27][CH:28]=3)[CH2:10]1)=[O:7])[CH2:4][CH2:3]2.C1(=O)O[C:32](=[O:33])[CH2:31]C1.C1CCN2C(=NCCC2)CC1. Product: [CH3:31][C:32]([O:22][C@@H:15]1[C:13](=[O:14])[C@H:12]2[C@@:2]([CH3:1])([CH2:3][CH2:4][C@@H:5]3[C@:11]2([CH3:23])[CH2:10][C@@H:9]([C:24]2[CH:25]=[CH:26][O:27][CH:28]=2)[O:8][C:6]3=[O:7])[C@H:17]([C:18]([O:20][CH3:21])=[O:19])[CH2:16]1)=[O:33]. The catalyst class is: 4.